This data is from Reaction yield outcomes from USPTO patents with 853,638 reactions. The task is: Predict the reaction yield, written as a fraction of the theoretical maximum amount of product (1.0 means a 100% yield; for example, 0.34 means a 34% yield). (1) The reactants are Br[C:2]1[CH:9]=[CH:8][CH:7]=[CH:6][C:3]=1[CH:4]=[O:5].[CH3:10][C:11]1[S:12][CH:13]=[C:14](B2OC(C)(C)C(C)(C)O2)[N:15]=1.C([O-])([O-])=O.[K+].[K+]. The catalyst is CN(C=O)C.O.C1C=CC([P]([Pd]([P](C2C=CC=CC=2)(C2C=CC=CC=2)C2C=CC=CC=2)([P](C2C=CC=CC=2)(C2C=CC=CC=2)C2C=CC=CC=2)[P](C2C=CC=CC=2)(C2C=CC=CC=2)C2C=CC=CC=2)(C2C=CC=CC=2)C2C=CC=CC=2)=CC=1. The product is [CH3:10][C:11]1[S:12][CH:13]=[C:14]([C:2]2[CH:9]=[CH:8][CH:7]=[CH:6][C:3]=2[CH:4]=[O:5])[N:15]=1. The yield is 0.530. (2) The catalyst is C(O)C.C1(C)C=CC=CC=1.[CH-]1C=C(P(C2C=CC=CC=2)C2C=CC=CC=2)C=C1.[CH-]1C=C(P(C2C=CC=CC=2)C2C=CC=CC=2)C=C1.Cl[Pd]Cl.[Fe+2]. The product is [CH3:1][O:2][C:3]1[CH:8]=[CH:7][C:6]([C:24]2[CH2:25][CH2:26][O:21][CH2:22][CH:23]=2)=[CH:5][C:4]=1[N+:18]([O-:20])=[O:19]. The reactants are [CH3:1][O:2][C:3]1[CH:8]=[CH:7][C:6](B2OC(C)(C)C(C)(C)O2)=[CH:5][C:4]=1[N+:18]([O-:20])=[O:19].[O:21]1[CH2:26][CH:25]=[C:24](OS(C(F)(F)F)(=O)=O)[CH2:23][CH2:22]1.C(=O)([O-])[O-].[Na+].[Na+]. The yield is 0.600. (3) The reactants are [NH2:1][C:2]1[N:7]=[CH:6][C:5]([CH:8]2[CH2:13][CH2:12][N:11]([C:14]([O:16][C:17]([CH3:20])([CH3:19])[CH3:18])=[O:15])[CH2:10][CH2:9]2)=[CH:4][CH:3]=1.Br[C:22]1[C:23](=[O:30])[N:24]([CH3:29])[CH:25]=[C:26]([Br:28])[CH:27]=1.C(=O)([O-])[O-].[Cs+].[Cs+].CC1(C)C2C(=C(P(C3C=CC=CC=3)C3C=CC=CC=3)C=CC=2)OC2C(P(C3C=CC=CC=3)C3C=CC=CC=3)=CC=CC1=2. The catalyst is C1C=CC(/C=C/C(/C=C/C2C=CC=CC=2)=O)=CC=1.C1C=CC(/C=C/C(/C=C/C2C=CC=CC=2)=O)=CC=1.C1C=CC(/C=C/C(/C=C/C2C=CC=CC=2)=O)=CC=1.[Pd].[Pd].O1CCOCC1. The product is [Br:28][C:26]1[CH:27]=[C:22]([NH:1][C:2]2[N:7]=[CH:6][C:5]([CH:8]3[CH2:13][CH2:12][N:11]([C:14]([O:16][C:17]([CH3:20])([CH3:19])[CH3:18])=[O:15])[CH2:10][CH2:9]3)=[CH:4][CH:3]=2)[C:23](=[O:30])[N:24]([CH3:29])[CH:25]=1. The yield is 0.560. (4) The reactants are S(OC)(O[CH3:5])(=O)=O.[C:8]1([N:14]2[C:22](=[O:23])[C:21]3[C@H:20]4[C:24]([CH3:26])([CH3:25])[C@:17]([CH3:27])([CH2:18][CH2:19]4)[C:16]=3[NH:15]2)[CH:13]=[CH:12][CH:11]=[CH:10][CH:9]=1. The catalyst is [OH-].[Na+]. The product is [CH3:5][O:23][C:22]1[N:14]([C:8]2[CH:9]=[CH:10][CH:11]=[CH:12][CH:13]=2)[N:15]=[C:16]2[C:21]=1[C@H:20]1[C:24]([CH3:26])([CH3:25])[C@:17]2([CH3:27])[CH2:18][CH2:19]1.[CH3:5][N:15]1[C:16]2[C@:17]3([CH3:27])[C:24]([CH3:26])([CH3:25])[C@@H:20]([CH2:19][CH2:18]3)[C:21]=2[C:22](=[O:23])[N:14]1[C:8]1[CH:9]=[CH:10][CH:11]=[CH:12][CH:13]=1. The yield is 0.350. (5) The reactants are [CH3:1][C:2]1[CH:7]=[C:6]([C:8]2[CH:9]=[CH:10][C:11]3[N:17]4[CH2:18][C@H:14]([CH2:15][CH2:16]4)[NH:13][C:12]=3[N:19]=2)[CH:5]=[CH:4][N:3]=1.C(N(CC)CC)C.ClC(Cl)(O[C:31](=[O:37])OC(Cl)(Cl)Cl)Cl.[N:39]1[CH:44]=[CH:43][CH:42]=[C:41]([CH2:45][CH2:46][NH2:47])[CH:40]=1. The catalyst is O1CCCC1. The product is [CH3:1][C:2]1[CH:7]=[C:6]([C:8]2[CH:9]=[CH:10][C:11]3[N:17]4[CH2:18][C@H:14]([CH2:15][CH2:16]4)[N:13]([C:31]([NH:47][CH2:46][CH2:45][C:41]4[CH:40]=[N:39][CH:44]=[CH:43][CH:42]=4)=[O:37])[C:12]=3[N:19]=2)[CH:5]=[CH:4][N:3]=1. The yield is 0.378. (6) The reactants are C([O-])([O-])=O.[K+].[K+].[C:7]1([CH2:13][NH:14][C@@H:15]([C:18]([OH:20])=[O:19])[CH2:16][OH:17])[CH:12]=[CH:11][CH:10]=[CH:9][CH:8]=1.Cl[CH2:22][C:23](Cl)=[O:24].[OH-].[Na+]. The catalyst is O.C1COCC1. The product is [O:24]=[C:23]1[N:14]([CH2:13][C:7]2[CH:8]=[CH:9][CH:10]=[CH:11][CH:12]=2)[C@@H:15]([C:18]([OH:20])=[O:19])[CH2:16][O:17][CH2:22]1. The yield is 0.620. (7) The reactants are [Cl:1][C:2]1[C:3]([O:12][C:13]2[CH:18]=[C:17]([O:19][CH2:20][CH2:21][OH:22])[CH:16]=[CH:15][C:14]=2/[CH:23]=[CH:24]/[C:25]([NH:27][S:28]([CH2:31][CH2:32][CH2:33][CH2:34][CH3:35])(=[O:30])=[O:29])=[O:26])=[N:4][CH:5]=[C:6]([C:8]([F:11])([F:10])[F:9])[CH:7]=1.[C:36](OC(=O)C)(=[O:38])[CH3:37].C(=O)([O-])O.[Na+]. The catalyst is N1C=CC=CC=1. The product is [C:36]([O:22][CH2:21][CH2:20][O:19][C:17]1[CH:16]=[CH:15][C:14](/[CH:23]=[CH:24]/[C:25](=[O:26])[NH:27][S:28]([CH2:31][CH2:32][CH2:33][CH2:34][CH3:35])(=[O:30])=[O:29])=[C:13]([O:12][C:3]2[C:2]([Cl:1])=[CH:7][C:6]([C:8]([F:9])([F:11])[F:10])=[CH:5][N:4]=2)[CH:18]=1)(=[O:38])[CH3:37]. The yield is 0.870.